From a dataset of Forward reaction prediction with 1.9M reactions from USPTO patents (1976-2016). Predict the product of the given reaction. (1) The product is: [CH3:24][CH:17]([CH2:18][CH2:19][CH2:20][CH:21]([CH3:23])[CH3:22])[CH2:16][CH2:15][N:6]1[C:5]2[CH:4]=[C:3]([O:25][CH3:26])[C:2]([B:36]3[O:40][C:39]([CH3:42])([CH3:41])[C:38]([CH3:44])([CH3:43])[O:37]3)=[CH:14][C:13]=2[C:12]2[C:7]1=[CH:8][CH:9]=[CH:10][CH:11]=2. Given the reactants Br[C:2]1[C:3]([O:25][CH3:26])=[CH:4][C:5]2[N:6]([CH2:15][CH2:16][CH:17]([CH3:24])[CH2:18][CH2:19][CH2:20][CH:21]([CH3:23])[CH3:22])[C:7]3[C:12]([C:13]=2[CH:14]=1)=[CH:11][CH:10]=[CH:9][CH:8]=3.C([Li])CCC.C(O[B:36]1[O:40][C:39]([CH3:42])([CH3:41])[C:38]([CH3:44])([CH3:43])[O:37]1)(C)C, predict the reaction product. (2) Given the reactants [Cl:1][C:2]1[N:3]=[C:4](Cl)[C:5]2[CH2:10][CH2:9][CH:8]([C:11]3[CH:16]=[CH:15][CH:14]=[CH:13][CH:12]=3)[C:6]=2[N:7]=1.[CH:18]([C:21]1[CH:22]=[CH:23][C:24]([CH3:28])=[C:25]([CH:27]=1)[NH2:26])([CH3:20])[CH3:19].CCN(C(C)C)C(C)C, predict the reaction product. The product is: [Cl:1][C:2]1[N:3]=[C:4]([NH:26][C:25]2[CH:27]=[C:21]([CH:18]([CH3:19])[CH3:20])[CH:22]=[CH:23][C:24]=2[CH3:28])[C:5]2[CH2:10][CH2:9][CH:8]([C:11]3[CH:16]=[CH:15][CH:14]=[CH:13][CH:12]=3)[C:6]=2[N:7]=1. (3) The product is: [Cl:1][C:2]1[CH:3]=[CH:4][C:5]([C:8]2[N:12](/[CH:13]=[CH:14]/[C:15]([F:17])([F:16])[F:18])[C:11](=[O:19])[N:10]([CH2:20][C:21]([NH:25][C@@:26]([C:31]3[CH:36]=[CH:35][CH:34]=[C:33]([C:37]([F:38])([F:39])[F:40])[CH:32]=3)([CH3:30])[C:27]([NH2:29])=[O:28])=[O:23])[N:9]=2)=[CH:6][CH:7]=1. Given the reactants [Cl:1][C:2]1[CH:7]=[CH:6][C:5]([C:8]2[N:12](/[CH:13]=[CH:14]/[C:15]([F:18])([F:17])[F:16])[C:11](=[O:19])[N:10]([CH2:20][C:21]([OH:23])=O)[N:9]=2)=[CH:4][CH:3]=1.Cl.[NH2:25][C@@:26]([C:31]1[CH:36]=[CH:35][CH:34]=[C:33]([C:37]([F:40])([F:39])[F:38])[CH:32]=1)([CH3:30])[C:27]([NH2:29])=[O:28].C(Cl)CCl.C1C=CC2N(O)N=NC=2C=1.C(N(CC)C(C)C)(C)C.Cl, predict the reaction product. (4) The product is: [NH2:8][C:9]1([CH2:53][C:54]2[CH:59]=[CH:58][CH:57]=[CH:56][C:55]=2[F:60])[CH2:14][CH2:13][CH2:12][CH:11]([NH:15][C:16]([C:18]2[CH:19]=[C:20]3[C:24](=[CH:25][CH:26]=2)[N:23]([C:27]([C:28]2[CH:29]=[CH:30][CH:31]=[CH:32][CH:33]=2)([C:34]2[CH:39]=[CH:38][CH:37]=[CH:36][CH:35]=2)[C:40]2[CH:41]=[CH:42][CH:43]=[CH:44][CH:45]=2)[N:22]=[C:21]3[C:46]2[CH:51]=[CH:50][N:49]=[C:48]([CH3:52])[CH:47]=2)=[O:17])[CH2:10]1. Given the reactants C([NH:8][C:9]1([CH2:53][C:54]2[CH:59]=[CH:58][CH:57]=[CH:56][C:55]=2[F:60])[CH2:14][CH2:13][CH2:12][CH:11]([NH:15][C:16]([C:18]2[CH:19]=[C:20]3[C:24](=[CH:25][CH:26]=2)[N:23]([C:27]([C:40]2[CH:45]=[CH:44][CH:43]=[CH:42][CH:41]=2)([C:34]2[CH:39]=[CH:38][CH:37]=[CH:36][CH:35]=2)[C:28]2[CH:33]=[CH:32][CH:31]=[CH:30][CH:29]=2)[N:22]=[C:21]3[C:46]2[CH:51]=[CH:50][N:49]=[C:48]([CH3:52])[CH:47]=2)=[O:17])[CH2:10]1)C1C=CC=CC=1, predict the reaction product. (5) Given the reactants [CH3:1][C:2]1[CH:10]=[C:9]2[C:5]([C:6](=[O:12])[C:7](=[O:11])[NH:8]2)=[CH:4][CH:3]=1.[CH3:13][C:14]1[CH:22]=[CH:21][CH:20]=[C:19]2[C:15]=1[C:16](=[O:24])[C:17](=[O:23])[NH:18]2, predict the reaction product. The product is: [CH3:1][C:2]1[CH:10]=[C:9]2[C:5]([C:6](=[O:12])[C:7](=[O:11])[NH:8]2)=[CH:4][CH:3]=1.[CH3:13][C:14]1[CH:22]=[CH:21][CH:20]=[C:19]2[C:15]=1[C:16](=[O:24])[C:17](=[O:23])[NH:18]2. (6) Given the reactants [CH2:1]([O:3][C:4](=[O:22])[C:5]1[CH:10]=[CH:9][CH:8]=[C:7]([C:11]2[NH:12][C:13]3[C:18]([CH:19]=2)=[CH:17][C:16]([Cl:20])=[C:15]([Cl:21])[CH:14]=3)[CH:6]=1)[CH3:2].[CH2:23](Br)[C:24]1[CH:29]=[CH:28][CH:27]=[CH:26][CH:25]=1.C([O-])([O-])=O.[K+].[K+], predict the reaction product. The product is: [CH2:1]([O:3][C:4](=[O:22])[C:5]1[CH:10]=[CH:9][CH:8]=[C:7]([C:11]2[N:12]([CH2:23][C:24]3[CH:29]=[CH:28][CH:27]=[CH:26][CH:25]=3)[C:13]3[C:18]([CH:19]=2)=[CH:17][C:16]([Cl:20])=[C:15]([Cl:21])[CH:14]=3)[CH:6]=1)[CH3:2]. (7) Given the reactants [Br:1][C:2]1[CH:3]=[C:4]([CH2:16]O)[CH:5]=[CH:6][C:7]=1[O:8][Si:9]([C:12]([CH3:15])([CH3:14])[CH3:13])([CH3:11])[CH3:10].[CH:18]1C=CC(P(C2C=CC=CC=2)C2C=CC=CC=2)=CC=1.C(OC([NH:44][C:45]([NH:47][C:48]([O:50]C(C)(C)C)=O)=[NH:46])=O)(C)(C)C.[CH3:67][CH:66]([O:65]C(/N=N/C([O:65][CH:66]([CH3:68])[CH3:67])=O)=O)[CH3:68], predict the reaction product. The product is: [C:66]([O:65][N:44]([CH2:16][C:4]1[CH:5]=[CH:6][C:7]([O:8][Si:9]([C:12]([CH3:13])([CH3:14])[CH3:15])([CH3:10])[CH3:11])=[C:2]([Br:1])[CH:3]=1)[C:45]([N:47]=[C:48]=[O:50])=[NH:46])([CH3:68])([CH3:18])[CH3:67]. (8) Given the reactants [Br:1][C:2]1[CH:3]=[C:4]([CH:8]=[CH:9][C:10]=1[Cl:11])[C:5](O)=[O:6].BrC1C=C(C=CC=1F)C([Cl:18])=O, predict the reaction product. The product is: [Br:1][C:2]1[CH:3]=[C:4]([CH:8]=[CH:9][C:10]=1[Cl:11])[C:5]([Cl:18])=[O:6].